This data is from Catalyst prediction with 721,799 reactions and 888 catalyst types from USPTO. The task is: Predict which catalyst facilitates the given reaction. (1) Reactant: Cl[CH:2](Cl)[C:3]1[N:4]=[C:5]2[CH:10]=[CH:9][CH:8]=[C:7]([F:11])[N:6]2[CH:12]=1.C([O-])(=[O:16])C.[Na+]. Product: [F:11][C:7]1[N:6]2[CH:12]=[C:3]([CH:2]=[O:16])[N:4]=[C:5]2[CH:10]=[CH:9][CH:8]=1. The catalyst class is: 40. (2) Reactant: Cl[C:2]1[C:3]([CH:5]=[C:6]([NH:10][C:11]2[C:20]3[C:15](=[CH:16][C:17]([O:23][CH3:24])=[C:18]([O:21][CH3:22])[CH:19]=3)[N:14]=[CH:13][N:12]=2)[C:7](=[O:9])[CH:8]=1)=[O:4].[NH2:25][C:26]1[CH:31]=[CH:30][CH:29]=[CH:28][CH:27]=1. Product: [NH:25]([C:2]1[C:3]([CH:5]=[C:6]([NH:10][C:11]2[C:20]3[C:15](=[CH:16][C:17]([O:23][CH3:24])=[C:18]([O:21][CH3:22])[CH:19]=3)[N:14]=[CH:13][N:12]=2)[C:7](=[O:9])[CH:8]=1)=[O:4])[C:26]1[CH:31]=[CH:30][CH:29]=[CH:28][CH:27]=1. The catalyst class is: 1.